Dataset: Drug-target binding data from BindingDB using IC50 measurements. Task: Regression. Given a target protein amino acid sequence and a drug SMILES string, predict the binding affinity score between them. We predict pIC50 (pIC50 = -log10(IC50 in M); higher means more potent). Dataset: bindingdb_ic50. (1) The drug is CCCS(=O)(=O)N1CCC(CNC(=O)c2ccccc2C(F)(F)F)(c2ccccn2)CC1. The target protein (P31641) has sequence MATKEKLQCLKDFHKDILKPSPGKSPGTRPEDEAEGKPPQREKWSSKIDFVLSVAGGFVGLGNVWRFPYLCYKNGGGAFLIPYFIFLFGSGLPVFFLEIIIGQYTSEGGITCWEKICPLFSGIGYASVVIVSLLNVYYIVILAWATYYLFQSFQKELPWAHCNHSWNTPHCMEDTMRKNKSVWITISSTNFTSPVIEFWERNVLSLSPGIDHPGSLKWDLALCLLLVWLVCFFCIWKGVRSTGKVVYFTATFPFAMLLVLLVRGLTLPGAGAGIKFYLYPDITRLEDPQVWIDAGTQIFFSYAICLGAMTSLGSYNKYKYNSYRDCMLLGCLNSGTSFVSGFAIFSILGFMAQEQGVDIADVAESGPGLAFIAYPKAVTMMPLPTFWSILFFIMLLLLGLDSQFVEVEGQITSLVDLYPSFLRKGYRREIFIAFVCSISYLLGLTMVTEGGMYVFQLFDYYAASGVCLLWVAFFECFVIAWIYGGDNLYDGIEDMIGYRP.... The pIC50 is 4.5. (2) The small molecule is CC(=O)N1Cc2cc(-c3ccccc3)ccc2CCc2cc(Cl)ccc21. The target protein (P37058) has sequence MGDVLEQFFILTGLLVCLACLAKCVRFSRCVLLNYWKVLPKSFLRSMGQWAVITGAGDGIGKAYSFELAKRGLNVVLISRTLEKLEAIATEIERTTGRSVKIIQADFTKDDIYEHIKEKLAGLEIGILVNNVGMLPNLLPSHFLNAPDEIQSLIHCNITSVVKMTQLILKHMESRQKGLILNISSGIALFPWPLYSMYSASKAFVCAFSKALQEEYKAKEVIIQVLTPYAVSTAMTKYLNTNVITKTADEFVKESLNYVTIGGETCGCLAHEILAGFLSLIPAWAFYSGAFQRLLLTHYVAYLKLNTKVR. The pIC50 is 8.4.